Task: Regression. Given a peptide amino acid sequence and an MHC pseudo amino acid sequence, predict their binding affinity value. This is MHC class I binding data.. Dataset: Peptide-MHC class I binding affinity with 185,985 pairs from IEDB/IMGT (1) The peptide sequence is DWMERIEDF. The MHC is HLA-A26:01 with pseudo-sequence HLA-A26:01. The binding affinity (normalized) is 0.0847. (2) The peptide sequence is SSNPVMSRF. The MHC is HLA-A26:03 with pseudo-sequence HLA-A26:03. The binding affinity (normalized) is 0.0847. (3) The peptide sequence is AYDDAEQMY. The MHC is HLA-A01:01 with pseudo-sequence HLA-A01:01. The binding affinity (normalized) is 0.0847. (4) The peptide sequence is IVNRNRQGY. The MHC is HLA-B40:02 with pseudo-sequence HLA-B40:02. The binding affinity (normalized) is 0. (5) The peptide sequence is KQRKPGGPW. The MHC is HLA-A29:02 with pseudo-sequence HLA-A29:02. The binding affinity (normalized) is 0.213.